From a dataset of Forward reaction prediction with 1.9M reactions from USPTO patents (1976-2016). Predict the product of the given reaction. (1) Given the reactants [Br:1][C:2]1[CH:3]=[C:4]([CH:8]=[C:9]([C:11]2[CH:16]=[CH:15][C:14]([CH3:17])=[CH:13][N:12]=2)[CH:10]=1)[C:5]([OH:7])=O.[CH3:18][C:19]1[N:24]=[CH:23][C:22]([C@H:25]([NH2:27])[CH3:26])=[CH:21][N:20]=1.F[P-](F)(F)(F)(F)F.C[N+](C)=C(N(C)C)ON1C2N=CC=CC=2N=N1.C(N(CC)C(C)C)(C)C, predict the reaction product. The product is: [Br:1][C:2]1[CH:3]=[C:4]([CH:8]=[C:9]([C:11]2[CH:16]=[CH:15][C:14]([CH3:17])=[CH:13][N:12]=2)[CH:10]=1)[C:5]([NH:27][C@@H:25]([C:22]1[CH:21]=[N:20][C:19]([CH3:18])=[N:24][CH:23]=1)[CH3:26])=[O:7]. (2) Given the reactants [F:1][C:2]1([F:36])[CH2:5][CH:4]([C:6]2[O:10][N:9]=[C:8]([C:11]3[CH:12]=[CH:13][C:14]([CH3:35])=[C:15]([NH:17][C:18]([C:20]4[N:24]5[CH:25]=[CH:26][C:27]([C:29]#[C:30][Si](C)(C)C)=[CH:28][C:23]5=[N:22][CH:21]=4)=[O:19])[CH:16]=3)[N:7]=2)[CH2:3]1.C([O-])([O-])=O.[K+].[K+], predict the reaction product. The product is: [F:36][C:2]1([F:1])[CH2:5][CH:4]([C:6]2[O:10][N:9]=[C:8]([C:11]3[CH:12]=[CH:13][C:14]([CH3:35])=[C:15]([NH:17][C:18]([C:20]4[N:24]5[CH:25]=[CH:26][C:27]([C:29]#[CH:30])=[CH:28][C:23]5=[N:22][CH:21]=4)=[O:19])[CH:16]=3)[N:7]=2)[CH2:3]1. (3) Given the reactants [OH:1][C:2]1[CH:7]=[CH:6][C:5]([C:8]2[CH:13]=[CH:12][CH:11]=[C:10]([CH:14]=[O:15])[CH:9]=2)=[C:4]([CH3:16])[CH:3]=1.[BH4-].[Na+], predict the reaction product. The product is: [OH:15][CH2:14][C:10]1[CH:9]=[C:8]([C:5]2[CH:6]=[CH:7][C:2]([OH:1])=[CH:3][C:4]=2[CH3:16])[CH:13]=[CH:12][CH:11]=1. (4) Given the reactants [CH:1](NC(C)C)(C)C.C([Li])CCC.[C:13]([O:17][C:18]([NH:20][C:21]1[S:22]C=[C:24]([C:26](OC)=[O:27])[N:25]=1)=[O:19])([CH3:16])([CH3:15])[CH3:14].[CH3:30][C:31]([CH3:33])=[O:32], predict the reaction product. The product is: [CH3:30][C:31]1([CH3:1])[C:33]2[S:22][C:21]([NH:20][C:18](=[O:19])[O:17][C:13]([CH3:14])([CH3:15])[CH3:16])=[N:25][C:24]=2[C:26](=[O:27])[O:32]1. (5) Given the reactants [CH3:1][O:2][C:3]1[CH:18]=[CH:17][CH:16]=[CH:15][C:4]=1[CH2:5][N:6]=[C:7]1[N:12]=[CH:11][C:10]([CH3:14])([CH3:13])[CH2:9][S:8]1.[C:19](=[S:21])=[S:20].[H-].[Na+].[CH3:24]I, predict the reaction product. The product is: [CH3:1][O:2][C:3]1[CH:18]=[CH:17][CH:16]=[CH:15][C:4]=1[CH2:5][N:6]=[C:7]1[N:12]([C:19]([S:21][CH3:24])=[S:20])[CH2:11][C:10]([CH3:14])([CH3:13])[CH2:9][S:8]1. (6) Given the reactants N[C:2]1[C:6]([C:7]([O:9][CH2:10][CH3:11])=[O:8])=[CH:5][NH:4][N:3]=1.[I-:12].[K+].N([O-])=O.[Na+], predict the reaction product. The product is: [I:12][C:2]1[C:6]([C:7]([O:9][CH2:10][CH3:11])=[O:8])=[CH:5][NH:4][N:3]=1. (7) Given the reactants [Br:1][C:2]1[CH:3]=[CH:4][C:5]([O:10][CH2:11][CH2:12][N:13]2[CH2:17][CH2:16][CH2:15][CH2:14]2)=[C:6]([CH:9]=1)[CH:7]=O.[NH2:18][C:19]1[C:24]([NH2:25])=[CH:23][CH:22]=[CH:21][N:20]=1.C(O[BH-](OC(=O)C)OC(=O)C)(=O)C.[Na+].O, predict the reaction product. The product is: [Br:1][C:2]1[CH:3]=[CH:4][C:5]([O:10][CH2:11][CH2:12][N:13]2[CH2:17][CH2:16][CH2:15][CH2:14]2)=[C:6]([CH:9]=1)[CH2:7][NH:25][C:24]1[C:19]([NH2:18])=[N:20][CH:21]=[CH:22][CH:23]=1. (8) Given the reactants [CH3:1][C:2]1[N:7]=[C:6]([N+:8]([O-])=O)[C:5]([OH:11])=[CH:4][CH:3]=1.C(O)(=O)C, predict the reaction product. The product is: [NH2:8][C:6]1[C:5]([OH:11])=[CH:4][CH:3]=[C:2]([CH3:1])[N:7]=1. (9) Given the reactants [CH3:1][N:2]([CH3:45])[C:3]([C:5]1[CH:10]=[C:9]([C:11]2[CH:12]=[C:13]3[C:19]([C:20]4[CH:25]=[CH:24][CH:23]=[CH:22][C:21]=4[O:26][CH3:27])=[N:18][N:17](COCC[Si](C)(C)C)[C:14]3=[N:15][CH:16]=2)[CH:8]=[CH:7][C:6]=1[NH:36][C:37]([C:39]1[N:40]=[CH:41][N:42]([CH3:44])[CH:43]=1)=[O:38])=[O:4].Cl(O)(=O)(=O)=O.C(=O)(O)[O-].[Na+], predict the reaction product. The product is: [CH3:45][N:2]([CH3:1])[C:3]([C:5]1[CH:10]=[C:9]([C:11]2[CH:12]=[C:13]3[C:19]([C:20]4[CH:25]=[CH:24][CH:23]=[CH:22][C:21]=4[O:26][CH3:27])=[N:18][NH:17][C:14]3=[N:15][CH:16]=2)[CH:8]=[CH:7][C:6]=1[NH:36][C:37]([C:39]1[N:40]=[CH:41][N:42]([CH3:44])[CH:43]=1)=[O:38])=[O:4]. (10) Given the reactants [C:1]([O:7][C:8]([CH3:11])([CH3:10])[CH3:9])(=[O:6])[CH2:2][C:3]([CH3:5])=O.[F:12][C:13]1[CH:20]=[C:19]([Br:21])[CH:18]=[CH:17][C:14]=1[CH:15]=O.[NH4+:22].[OH-:23], predict the reaction product. The product is: [Br:21][C:19]1[CH:18]=[CH:17][C:14]([CH:15]2[C:2]([C:1]([O:7][C:8]([CH3:11])([CH3:10])[CH3:9])=[O:6])=[C:3]([CH3:5])[NH:22][C:3]([CH3:5])=[C:2]2[C:1]([O:7][C:8]([CH3:11])([CH3:10])[CH3:9])=[O:23])=[C:13]([F:12])[CH:20]=1.